This data is from Forward reaction prediction with 1.9M reactions from USPTO patents (1976-2016). The task is: Predict the product of the given reaction. (1) Given the reactants [C:1]([OH:9])(=O)[C:2]1[CH:7]=[CH:6][CH:5]=[N:4][CH:3]=1.CN(C(ON1N=NC2C=CC=CC1=2)=[N+](C)C)C.[B-](F)(F)(F)F.C(N(CC)C(C)C)(C)C.[Br:41][C:42]1[CH:43]=[C:44]([NH2:54])[CH:45]=[N:46][C:47]=1[O:48][CH2:49][C:50]([F:53])([F:52])[F:51], predict the reaction product. The product is: [Br:41][C:42]1[CH:43]=[C:44]([NH:54][C:1](=[O:9])[C:2]2[CH:7]=[CH:6][CH:5]=[N:4][CH:3]=2)[CH:45]=[N:46][C:47]=1[O:48][CH2:49][C:50]([F:51])([F:52])[F:53]. (2) The product is: [C:22]([O:21][C:19]([NH:1][CH:2]([C:6]1[CH:11]=[CH:10][CH:9]=[C:8]([Cl:12])[C:7]=1[Cl:13])[C:3]([OH:5])=[O:4])=[O:20])([CH3:25])([CH3:24])[CH3:23]. Given the reactants [NH2:1][CH:2]([C:6]1[CH:11]=[CH:10][CH:9]=[C:8]([Cl:12])[C:7]=1[Cl:13])[C:3]([OH:5])=[O:4].C(=O)([O-])O.[Na+].[C:19](O[C:19]([O:21][C:22]([CH3:25])([CH3:24])[CH3:23])=[O:20])([O:21][C:22]([CH3:25])([CH3:24])[CH3:23])=[O:20], predict the reaction product. (3) Given the reactants Br[CH2:2][C:3]1[CH:12]=[CH:11][C:6]([C:7]([O:9][CH3:10])=[O:8])=[CH:5][CH:4]=1.[P:13]([O-:25])([O:20][C:21]([CH3:24])([CH3:23])[CH3:22])([O:15][C:16]([CH3:19])([CH3:18])[CH3:17])=[O:14].[K+].[I-].[Na+], predict the reaction product. The product is: [C:21]([O:20][P:13]([O:25][CH2:2][C:3]1[CH:12]=[CH:11][C:6]([C:7]([O:9][CH3:10])=[O:8])=[CH:5][CH:4]=1)([O:15][C:16]([CH3:19])([CH3:18])[CH3:17])=[O:14])([CH3:24])([CH3:23])[CH3:22].